From a dataset of Reaction yield outcomes from USPTO patents with 853,638 reactions. Predict the reaction yield, written as a fraction of the theoretical maximum amount of product (1.0 means a 100% yield; for example, 0.34 means a 34% yield). (1) The reactants are [F:1][C:2]([F:30])([F:29])[C:3]([N:5]1[CH2:10][CH:9]=[C:8]([C:11]2[C:19]3[C:14](=[CH:15][CH:16]=[CH:17][CH:18]=3)[N:13]([C:20]3[CH:25]=[CH:24][C:23]([N+:26]([O-])=O)=[CH:22][CH:21]=3)[CH:12]=2)[CH2:7][CH2:6]1)=O. The catalyst is C1COCC1. The product is [F:30][C:2]([F:1])([F:29])[CH2:3][N:5]1[CH2:6][CH:7]=[C:8]([C:11]2[C:19]3[C:14](=[CH:15][CH:16]=[CH:17][CH:18]=3)[N:13]([C:20]3[CH:21]=[CH:22][C:23]([NH2:26])=[CH:24][CH:25]=3)[CH:12]=2)[CH2:9][CH2:10]1. The yield is 0.510. (2) The yield is 0.990. The catalyst is C1COCC1.O. The product is [CH2:7]([O:9][C:10]([N:12]1[CH2:17][CH2:16][C:15]2[N:18]=[C:19]([CH:21]=[O:30])[O:20][C:14]=2[CH2:13]1)=[O:11])[CH3:8]. The reactants are I([O-])(=O)(=O)=O.[Na+].[CH2:7]([O:9][C:10]([N:12]1[CH2:17][CH2:16][C:15]2[N:18]=[C:19]([CH:21]([OH:30])C(O)C3C=CC=CC=3)[O:20][C:14]=2[CH2:13]1)=[O:11])[CH3:8].CO. (3) The reactants are Br[C:2]1[C:14](=O)[N:13]([CH:16]2[CH2:20][CH2:19][CH2:18][CH2:17]2)[C:5]2[N:6]=[C:7]([NH:11][CH3:12])[N:8]=[C:9]([CH3:10])[C:4]=2[CH:3]=1.[OH:21][CH2:22][C:23]1[CH:24]=[C:25](B(O)O)[CH:26]=[CH:27][CH:28]=1.CO.C([O-])(O)=O.[Na+]. The catalyst is C1(C)C=CC=CC=1.C1C=CC([P]([Pd]([P](C2C=CC=CC=2)(C2C=CC=CC=2)C2C=CC=CC=2)([P](C2C=CC=CC=2)(C2C=CC=CC=2)C2C=CC=CC=2)[P](C2C=CC=CC=2)(C2C=CC=CC=2)C2C=CC=CC=2)(C2C=CC=CC=2)C2C=CC=CC=2)=CC=1. The product is [CH:16]1([N:13]2[C:5]3[N:6]=[C:7]([NH:11][CH3:12])[N:8]=[C:9]([CH3:10])[C:4]=3[CH:3]=[C:2]([C:27]3[CH:26]=[CH:25][CH:24]=[C:23]([CH2:22][OH:21])[CH:28]=3)[CH2:14]2)[CH2:20][CH2:19][CH2:18][CH2:17]1. The yield is 0.812.